This data is from Reaction yield outcomes from USPTO patents with 853,638 reactions. The task is: Predict the reaction yield, written as a fraction of the theoretical maximum amount of product (1.0 means a 100% yield; for example, 0.34 means a 34% yield). (1) The reactants are [Br:1][C:2]1[CH:3]=[C:4]([N+:12]([O-:14])=[O:13])[C:5]([CH3:11])=[C:6]([CH:10]=1)[C:7]([OH:9])=[O:8].[C:15](=O)([O-])[O-].[Na+].[Na+].CI. The catalyst is CN(C=O)C. The product is [Br:1][C:2]1[CH:3]=[C:4]([N+:12]([O-:14])=[O:13])[C:5]([CH3:11])=[C:6]([CH:10]=1)[C:7]([O:9][CH3:15])=[O:8]. The yield is 0.990. (2) The reactants are Cl[C:2](Cl)(Cl)[CH:3]([OH:5])O.S([O-])([O-])(=O)=O.[Na+].[Na+].S(O)(O)(=O)=O.[NH2:20][OH:21].[F:22][C:23]1[CH:24]=[C:25]([NH2:30])[CH:26]=[CH:27][C:28]=1[CH3:29].Cl. The catalyst is O. The product is [F:22][C:23]1[CH:24]=[C:25]([NH:30][C:3](=[O:5])[CH:2]=[N:20][OH:21])[CH:26]=[CH:27][C:28]=1[CH3:29]. The yield is 0.940. (3) The reactants are [CH3:1][O:2][C:3](=[O:21])[C:4]1[CH:9]=[CH:8][C:7]([S:10][C:11]2[CH:16]=[CH:15][C:14]([NH2:17])=[CH:13][CH:12]=2)=[C:6]([N+:18]([O-:20])=[O:19])[CH:5]=1.[CH3:22][C:23]([O:26][C:27](O[C:27]([O:26][C:23]([CH3:25])([CH3:24])[CH3:22])=[O:28])=[O:28])([CH3:25])[CH3:24]. The catalyst is O1CCOCC1. The product is [CH3:1][O:2][C:3](=[O:21])[C:4]1[CH:9]=[CH:8][C:7]([S:10][C:11]2[CH:12]=[CH:13][C:14]([NH:17][C:27]([O:26][C:23]([CH3:25])([CH3:24])[CH3:22])=[O:28])=[CH:15][CH:16]=2)=[C:6]([N+:18]([O-:20])=[O:19])[CH:5]=1. The yield is 0.930. (4) The reactants are [OH:1][C:2]1([C:15]2[S:16][CH:17]=[C:18]([CH2:20][O:21][C:22]3[C:27]4[CH:28]=[C:29]([C:31]5[N:32]=[C:33]6[N:37]([CH:38]=5)[N:36]=[C:35]([O:39][CH3:40])[S:34]6)[O:30][C:26]=4[CH:25]=[C:24]([O:41][CH3:42])[CH:23]=3)[N:19]=2)[CH2:7][CH2:6][N:5]([C:8]([O:10]C(C)(C)C)=O)[CH2:4][CH2:3]1.[C:43](O)([C:45](F)(F)F)=O.F[C:51](F)(F)[C:52](O)=O.CO[C:59]1C=C(OCC2N=C(C3(O)CCNCC3)SC=2)C2C=C(C3N=C4N(C=3)N=C(OC)S4)OC=2[CH:60]=1.COC1C=C(OCC2N=C(C3(O)CCNCC3)SC=2)C2C=C(C3N=C4N(C=3)N=C(OC)S4)OC=2C=1.CCN(C(C)C)C(C)C.C(O)(=O)C1C=CC=CC=1.CN(C(ON1N=NC2C=CC=NC1=2)=[N+](C)C)C.F[P-](F)(F)(F)(F)F. The catalyst is C(Cl)Cl.CN(C=O)C. The product is [OH:1][C:2]1([C:15]2[S:16][CH:17]=[C:18]([CH2:20][O:21][C:22]3[C:27]4[CH:28]=[C:29]([C:31]5[N:32]=[C:33]6[N:37]([CH:38]=5)[N:36]=[C:35]([O:39][CH3:40])[S:34]6)[O:30][C:26]=4[CH:25]=[C:24]([O:41][CH3:42])[CH:23]=3)[N:19]=2)[CH2:3][CH2:4][N:5]([C:8]([C:45]2[CH:43]=[CH:52][CH:51]=[CH:60][CH:59]=2)=[O:10])[CH2:6][CH2:7]1. The yield is 0.712. (5) The reactants are C([O:8][C:9]1[CH:18]=[C:17]2[C:12]([C:13]([O:19][C:20]3[CH:25]=[CH:24][C:23]([N+:26]([O-:28])=[O:27])=[CH:22][C:21]=3[F:29])=[CH:14][CH:15]=[N:16]2)=[CH:11][C:10]=1[O:30][CH3:31])C1C=CC=CC=1.Br. The catalyst is CC(O)=O. The product is [F:29][C:21]1[CH:22]=[C:23]([N+:26]([O-:28])=[O:27])[CH:24]=[CH:25][C:20]=1[O:19][C:13]1[C:12]2[C:17](=[CH:18][C:9]([OH:8])=[C:10]([O:30][CH3:31])[CH:11]=2)[N:16]=[CH:15][CH:14]=1. The yield is 0.920. (6) The reactants are [ClH:1].[ClH:2].CN[C@@H]1CCN([C:10]2[CH:11]=[C:12](NCCC3C=CC=CC=3)[N:13]=[N:14][CH:15]=2)C1.C(OC(=O)N(C)[C@@H]1CCN(C2C=C(NCCC3C=CC=CC=3)N=NC=2)C1)(C)(C)C.CCOCC.[ClH:59]. The catalyst is CO. The product is [Cl:1][C:12]1[N:13]=[N:14][CH:15]=[C:10]([Cl:59])[C:11]=1[Cl:2]. The yield is 0.200.